This data is from Peptide-MHC class I binding affinity with 185,985 pairs from IEDB/IMGT. The task is: Regression. Given a peptide amino acid sequence and an MHC pseudo amino acid sequence, predict their binding affinity value. This is MHC class I binding data. The peptide sequence is YPKSNSGDKY. The MHC is HLA-B35:01 with pseudo-sequence HLA-B35:01. The binding affinity (normalized) is 0.726.